From a dataset of Catalyst prediction with 721,799 reactions and 888 catalyst types from USPTO. Predict which catalyst facilitates the given reaction. Reactant: [C:1]([O:5][C:6]([NH:8][C:9]1[CH:10]=[C:11]([C:15]([NH:17][C:18]2[N:19]=[C:20]([C:24]([O:26]C)=[O:25])[N:21]([CH3:23])[CH:22]=2)=[O:16])[N:12]([CH3:14])[CH:13]=1)=[O:7])([CH3:4])([CH3:3])[CH3:2].[Li+].[OH-]. Product: [C:1]([O:5][C:6]([NH:8][C:9]1[CH:10]=[C:11]([C:15]([NH:17][C:18]2[N:19]=[C:20]([C:24]([OH:26])=[O:25])[N:21]([CH3:23])[CH:22]=2)=[O:16])[N:12]([CH3:14])[CH:13]=1)=[O:7])([CH3:4])([CH3:2])[CH3:3]. The catalyst class is: 287.